The task is: Predict the reaction yield, written as a fraction of the theoretical maximum amount of product (1.0 means a 100% yield; for example, 0.34 means a 34% yield).. This data is from Reaction yield outcomes from USPTO patents with 853,638 reactions. The reactants are [NH2:1][C:2]1[CH:3]=[CH:4][C:5]([CH3:11])=[C:6]([CH:10]=1)[C:7]([OH:9])=[O:8].[F:12][C:13]1[C:20]([F:21])=[C:19]([C:22]([F:25])([F:24])[F:23])[C:18]([F:26])=[C:17]([F:27])[C:14]=1[CH2:15]Br. The catalyst is CN(C=O)C. The product is [CH3:11][C:5]1[CH:4]=[CH:3][C:2]([NH:1][CH2:15][C:14]2[C:17]([F:27])=[C:18]([F:26])[C:19]([C:22]([F:23])([F:25])[F:24])=[C:20]([F:21])[C:13]=2[F:12])=[CH:10][C:6]=1[C:7]([OH:9])=[O:8]. The yield is 0.270.